From a dataset of Reaction yield outcomes from USPTO patents with 853,638 reactions. Predict the reaction yield, written as a fraction of the theoretical maximum amount of product (1.0 means a 100% yield; for example, 0.34 means a 34% yield). (1) The reactants are C(=O)([O-])[O-].[K+].[K+].[F:7][C:8]1[CH:15]=[C:14](F)[CH:13]=[C:12]([F:17])[C:9]=1[C:10]#[N:11].[NH2:18][CH:19]1[CH2:24][CH2:23][N:22]([CH2:25][C:26]2[CH:31]=[CH:30][CH:29]=[CH:28][CH:27]=2)[CH2:21][CH2:20]1.[Cl-].[Na+].C(=O)([O-])O.[Na+]. The catalyst is CN(C)C=O. The product is [CH2:25]([N:22]1[CH2:23][CH2:24][CH:19]([NH:18][C:14]2[CH:15]=[C:8]([F:7])[C:9]([C:10]#[N:11])=[C:12]([F:17])[CH:13]=2)[CH2:20][CH2:21]1)[C:26]1[CH:27]=[CH:28][CH:29]=[CH:30][CH:31]=1. The yield is 0.240. (2) The reactants are [NH2:1][C:2]1[C:7]([N+:8]([O-:10])=[O:9])=[CH:6][CH:5]=[CH:4][N:3]=1.S(=O)(=O)(O)O.[I:16]I.S([O-])([O-])(=O)=S.[Na+].[Na+]. The catalyst is O.C(O)(=O)C. The product is [I:16][C:5]1[CH:6]=[C:7]([N+:8]([O-:10])=[O:9])[C:2]([NH2:1])=[N:3][CH:4]=1. The yield is 0.790. (3) The reactants are [C:1]1([CH2:7][N:8]([CH2:19][C:20]2[N:24]([CH2:25][CH2:26][CH2:27][C:28]#[N:29])[C:23]3[CH:30]=[CH:31][CH:32]=[CH:33][C:22]=3[N:21]=2)[CH:9]2[C:18]3[N:17]=[CH:16][CH:15]=[CH:14][C:13]=3[CH2:12][CH2:11][CH2:10]2)[CH:6]=[CH:5][CH:4]=[CH:3][CH:2]=1.NCCCN1C2C=CC=CC=2N=C1CN(C)C1C2N=CC=CC=2CCC1. No catalyst specified. The product is [NH2:29][CH2:28][CH2:27][CH2:26][CH2:25][N:24]1[C:23]2[CH:30]=[CH:31][CH:32]=[CH:33][C:22]=2[N:21]=[C:20]1[CH2:19][N:8]([CH2:7][C:1]1[CH:6]=[CH:5][CH:4]=[CH:3][CH:2]=1)[CH:9]1[C:18]2[N:17]=[CH:16][CH:15]=[CH:14][C:13]=2[CH2:12][CH2:11][CH2:10]1. The yield is 0.510. (4) The reactants are C(N(CC)CC)C.[NH:8]1[CH2:12][CH2:11][CH:10]([OH:13])[CH2:9]1.Cl[C:15]1[N:23]2[CH:24]([C:27]3[CH:28]=[N:29][CH:30]=[CH:31][CH:32]=3)[CH2:25][O:26][C:21]3=[C:22]2[C:17](=[C:18]([F:40])[CH:19]=[C:20]3[C:33]2[C:34]([CH3:39])=[N:35][O:36][C:37]=2[CH3:38])[N:16]=1. The catalyst is CN1CCCC1=O.CO. The product is [CH3:39][C:34]1[C:33]([C:20]2[C:21]3[O:26][CH2:25][CH:24]([C:27]4[CH:28]=[N:29][CH:30]=[CH:31][CH:32]=4)[N:23]4[C:15]([N:8]5[CH2:12][CH2:11][CH:10]([OH:13])[CH2:9]5)=[N:16][C:17]([C:22]=34)=[C:18]([F:40])[CH:19]=2)=[C:37]([CH3:38])[O:36][N:35]=1. The yield is 0.140.